Dataset: Full USPTO retrosynthesis dataset with 1.9M reactions from patents (1976-2016). Task: Predict the reactants needed to synthesize the given product. (1) The reactants are: [C:1]([C:5]1[CH:10]=[CH:9][C:8]([S:11]([NH:14][C:15]2[CH:20]=[CH:19][C:18]([Cl:21])=[CH:17][C:16]=2[N:22]2[C:30]3[C:25](=[N:26][CH:27]=[CH:28][CH:29]=3)[N:24]=[N:23]2)(=[O:13])=[O:12])=[CH:7][CH:6]=1)([CH3:4])([CH3:3])[CH3:2]. Given the product [C:1]([C:5]1[CH:10]=[CH:9][C:8]([S:11]([NH:14][C:15]2[CH:20]=[CH:19][C:18]([Cl:21])=[CH:17][C:16]=2[N:22]2[C:30]3[CH2:29][CH2:28][CH2:27][NH:26][C:25]=3[N:24]=[N:23]2)(=[O:12])=[O:13])=[CH:7][CH:6]=1)([CH3:4])([CH3:2])[CH3:3], predict the reactants needed to synthesize it. (2) Given the product [CH:1]1([C:4]2[N:13]=[C:12]([N:14]3[CH2:19][CH2:18][N:17]([C:20]4[CH:25]=[C:24]([NH:56][C:57](=[O:59])[CH3:58])[CH:23]=[CH:22][C:21]=4[O:27][CH3:28])[CH2:16][CH2:15]3)[C:11]3[C:6](=[CH:7][C:8]([O:31][CH3:32])=[C:9]([O:29][CH3:30])[CH:10]=3)[N:5]=2)[CH2:3][CH2:2]1, predict the reactants needed to synthesize it. The reactants are: [CH:1]1([C:4]2[N:13]=[C:12]([N:14]3[CH2:19][CH2:18][N:17]([C:20]4[CH:25]=[CH:24][C:23](F)=[CH:22][C:21]=4[O:27][CH3:28])[CH2:16][CH2:15]3)[C:11]3[C:6](=[CH:7][C:8]([O:31][CH3:32])=[C:9]([O:29][CH3:30])[CH:10]=3)[N:5]=2)[CH2:3][CH2:2]1.FC1C=CC(N2CCNCC2)=C(OC)C=1.COC1C=CC([NH:56][C:57](=[O:59])[CH3:58])=CC=1N1CCNCC1. (3) Given the product [OH:25][CH2:24][C@H:12]1[CH2:13][CH2:14][C@@H:15]2[C@:20]([CH3:21])([CH2:19][CH2:18][CH2:17][C:16]2([CH3:23])[CH3:22])[C@H:11]1[CH2:10][C:5]1[CH:4]=[C:3]([OH:2])[CH:8]=[C:7]([CH3:9])[CH:6]=1, predict the reactants needed to synthesize it. The reactants are: C[O:2][C:3]1[CH:4]=[C:5]([CH2:10][C@@H:11]2[C@:20]3([CH3:21])[C@H:15]([C:16]([CH3:23])([CH3:22])[CH2:17][CH2:18][CH2:19]3)[CH2:14][CH2:13][C@@H:12]2[CH2:24][OH:25])[CH:6]=[C:7]([CH3:9])[CH:8]=1. (4) Given the product [Cl:14][C:15]1[CH:21]=[C:20]([N+:22]([O-:24])=[O:23])[CH:19]=[CH:18][C:16]=1[NH:17][C:7](=[O:9])[C:6]1[CH:10]=[CH:11][CH:12]=[C:4]([CH:1]([CH3:2])[CH3:3])[C:5]=1[OH:13], predict the reactants needed to synthesize it. The reactants are: [CH:1]([C:4]1[CH:12]=[CH:11][CH:10]=[C:6]([C:7]([OH:9])=O)[C:5]=1[OH:13])([CH3:3])[CH3:2].[Cl:14][C:15]1[CH:21]=[C:20]([N+:22]([O-:24])=[O:23])[CH:19]=[CH:18][C:16]=1[NH2:17]. (5) Given the product [CH3:28][N:2]([CH3:1])[CH2:3][CH2:4][C:5]1[C:10]([O:11][CH3:12])=[CH:9][C:8]([C:13]2[N:18]=[C:17]([NH2:19])[CH:16]=[CH:15][CH:14]=2)=[C:7]([O:26][CH3:27])[CH:6]=1, predict the reactants needed to synthesize it. The reactants are: [CH3:1][N:2]([CH3:28])[CH2:3][CH2:4][C:5]1[C:10]([O:11][CH3:12])=[CH:9][C:8]([C:13]2[N:18]=[C:17]([NH:19]C(=O)C(C)(C)C)[CH:16]=[CH:15][CH:14]=2)=[C:7]([O:26][CH3:27])[CH:6]=1.[OH-].[Na+]. (6) The reactants are: [NH2:1][C:2]1[N:7]=[C:6](S(C)=O)[C:5]([C:11]#[N:12])=[C:4]([C:13]2[CH:18]=[CH:17][CH:16]=[CH:15][N:14]=2)[N:3]=1.[CH3:19][C:20]1[CH:21]=[C:22]([CH:25]=[CH:26][C:27]=1[CH3:28])[CH2:23][NH2:24]. Given the product [NH2:1][C:2]1[N:7]=[C:6]([NH:24][CH2:23][C:22]2[CH:25]=[CH:26][C:27]([CH3:28])=[C:20]([CH3:19])[CH:21]=2)[C:5]([C:11]#[N:12])=[C:4]([C:13]2[CH:18]=[CH:17][CH:16]=[CH:15][N:14]=2)[N:3]=1, predict the reactants needed to synthesize it. (7) Given the product [CH2:1]([C:5]1[N:6]=[C:7]([NH:21][CH2:22][C:23]2[CH:28]=[CH:27][C:26]([O:29][CH3:30])=[C:25]([O:31][CH3:32])[CH:24]=2)[C:8]2[NH:13][N:12]=[C:11]([CH2:14][CH2:15][CH2:16][CH2:17][CH2:18][CH2:19][N:44]3[CH2:45][CH2:46][C@H:42]([F:41])[CH2:43]3)[C:9]=2[N:10]=1)[CH2:2][CH2:3][CH3:4], predict the reactants needed to synthesize it. The reactants are: [CH2:1]([C:5]1[N:6]=[C:7]([NH:21][CH2:22][C:23]2[CH:28]=[CH:27][C:26]([O:29][CH3:30])=[C:25]([O:31][CH3:32])[CH:24]=2)[C:8]2[NH:13][N:12]=[C:11]([C:14]#[C:15][CH2:16][CH2:17][CH2:18][CH2:19]Cl)[C:9]=2[N:10]=1)[CH2:2][CH2:3][CH3:4].C(N(CC)CC)C.Cl.[F:41][C@H:42]1[CH2:46][CH2:45][NH:44][CH2:43]1.